Dataset: Forward reaction prediction with 1.9M reactions from USPTO patents (1976-2016). Task: Predict the product of the given reaction. Given the reactants Cl[C:2]1[C:7]([C:8]([NH2:10])=[O:9])=[CH:6][N:5]=[C:4]([Cl:11])[CH:3]=1.[N:12]1[CH:17]=[CH:16][CH:15]=[CH:14][C:13]=1[C:18]1[CH:19]=[C:20]([CH2:24][NH2:25])[CH:21]=[CH:22][CH:23]=1.CCN(C(C)C)C(C)C.O, predict the reaction product. The product is: [Cl:11][C:4]1[CH:3]=[C:2]([NH:25][CH2:24][C:20]2[CH:21]=[CH:22][CH:23]=[C:18]([C:13]3[CH:14]=[CH:15][CH:16]=[CH:17][N:12]=3)[CH:19]=2)[C:7]([C:8]([NH2:10])=[O:9])=[CH:6][N:5]=1.